Predict the reactants needed to synthesize the given product. From a dataset of Full USPTO retrosynthesis dataset with 1.9M reactions from patents (1976-2016). (1) The reactants are: [CH3:1][O:2][C:3]1[CH:4]=[C:5]([C:13]2[CH:18]=[CH:17][C:16]([N:19]([CH2:44][CH3:45])[CH2:20][CH2:21][CH2:22][N:23]([C:26]3[CH:27]=[CH:28][C:29]([C:32]4[CH:37]=[C:36]([O:38][CH3:39])[C:35]([O:40][CH3:41])=[C:34]([O:42][CH3:43])[CH:33]=4)=[N:30][CH:31]=3)[CH2:24][CH3:25])=[CH:15][N:14]=2)[CH:6]=[C:7]([O:11][CH3:12])[C:8]=1[O:9][CH3:10].[CH3:46][S:47]([OH:50])(=[O:49])=[O:48]. Given the product [CH3:46][S:47]([OH:50])(=[O:49])=[O:48].[CH3:46][S:47]([OH:50])(=[O:49])=[O:48].[CH3:39][O:38][C:36]1[CH:37]=[C:32]([C:29]2[CH:28]=[CH:27][C:26]([N:23]([CH2:24][CH3:25])[CH2:22][CH2:21][CH2:20][N:19]([C:16]3[CH:17]=[CH:18][C:13]([C:5]4[CH:4]=[C:3]([O:2][CH3:1])[C:8]([O:9][CH3:10])=[C:7]([O:11][CH3:12])[CH:6]=4)=[N:14][CH:15]=3)[CH2:44][CH3:45])=[CH:31][N:30]=2)[CH:33]=[C:34]([O:42][CH3:43])[C:35]=1[O:40][CH3:41], predict the reactants needed to synthesize it. (2) Given the product [C:5]([NH2:18])(=[O:6])[C:4]1[CH:8]=[CH:9][CH:10]=[CH:11][CH:3]=1.[CH:14]([C:9]1[C:10]([O:12][CH3:13])=[CH:11][C:3]([O:2][CH3:1])=[C:4]([C:5]2[N:27]([C:23]3[CH:22]=[C:21]4[C:26](=[CH:25][CH:24]=3)[N:18]([CH3:17])[CH:19]=[CH:20]4)[C:84]([NH:83][C:80]3[CH:81]=[CH:82][CH:77]=[CH:78][CH:79]=3)=[N:60][N:61]=2)[CH:8]=1)([CH3:16])[CH3:15], predict the reactants needed to synthesize it. The reactants are: [CH3:1][O:2][C:3]1[CH:11]=[C:10]([O:12][CH3:13])[C:9]([CH:14]([CH3:16])[CH3:15])=[CH:8][C:4]=1[C:5](O)=[O:6].[CH3:17][N:18]1[C:26]2[C:21](=[CH:22][C:23]([NH2:27])=[CH:24][CH:25]=2)[C:20](C)=[CH:19]1.COC1C=CC(P2(SP(C3C=CC(OC)=CC=3)(=S)S2)=S)=CC=1.C(N)(=S)C1C=CC=CC=1.[NH2:60][NH2:61].C(=O)([O-])[O-].[K+].[K+].C(N(C(C)C)CC)(C)C.[CH:77]1[CH:82]=[CH:81][C:80]([N:83]=[C:84](Cl)Cl)=[CH:79][CH:78]=1. (3) Given the product [Cl:18][C:14]1[C:15]([F:17])=[C:16]2[C:11]([C:10]([S:19][C:20]3[CH:30]=[CH:29][CH:28]=[C:22]([C:23]([O:25][CH2:26][CH3:27])=[O:24])[C:21]=3[F:31])=[C:9]([CH3:32])[N:8]2[CH2:7][C:6]([OH:33])=[O:5])=[CH:12][CH:13]=1, predict the reactants needed to synthesize it. The reactants are: C([O:5][C:6](=[O:33])[CH2:7][N:8]1[C:16]2[C:11](=[CH:12][CH:13]=[C:14]([Cl:18])[C:15]=2[F:17])[C:10]([S:19][C:20]2[C:21]([F:31])=[C:22]([CH:28]=[CH:29][CH:30]=2)[C:23]([O:25][CH2:26][CH3:27])=[O:24])=[C:9]1[CH3:32])(C)(C)C.FC(F)(F)C(O)=O.